Dataset: Full USPTO retrosynthesis dataset with 1.9M reactions from patents (1976-2016). Task: Predict the reactants needed to synthesize the given product. (1) The reactants are: [CH3:1][C:2]1[C:35]([N:36]2[C:40]3[CH:41]=[CH:42][CH:43]=[CH:44][C:39]=3[N:38]=[C:37]2[CH3:45])=[CH:34][CH:33]=[CH:32][C:3]=1[CH2:4][N:5](S(C1C=CC=CC=1[N+]([O-])=O)(=O)=O)[C:6]1[CH:19]=[CH:18][C:9]2[C@H:10]([CH2:13][C:14]([O:16][CH3:17])=[O:15])[CH2:11][O:12][C:8]=2[CH:7]=1.[OH-].[Li+].SCC(O)=O. Given the product [CH3:1][C:2]1[C:35]([N:36]2[C:40]3[CH:41]=[CH:42][CH:43]=[CH:44][C:39]=3[N:38]=[C:37]2[CH3:45])=[CH:34][CH:33]=[CH:32][C:3]=1[CH2:4][NH:5][C:6]1[CH:19]=[CH:18][C:9]2[C@H:10]([CH2:13][C:14]([O:16][CH3:17])=[O:15])[CH2:11][O:12][C:8]=2[CH:7]=1, predict the reactants needed to synthesize it. (2) Given the product [F:1][C:2]1[CH:7]=[CH:6][C:5]([N:8]2[C:12]([C:13]3[CH:18]=[CH:17][N:16]=[C:15]([NH:19][C:24]([NH2:32])=[O:31])[CH:14]=3)=[CH:11][C:10]([C:20]([F:21])([F:22])[F:23])=[N:9]2)=[CH:4][CH:3]=1, predict the reactants needed to synthesize it. The reactants are: [F:1][C:2]1[CH:7]=[CH:6][C:5]([N:8]2[C:12]([C:13]3[CH:18]=[CH:17][N:16]=[C:15]([NH2:19])[CH:14]=3)=[CH:11][C:10]([C:20]([F:23])([F:22])[F:21])=[N:9]2)=[CH:4][CH:3]=1.[C:24]([N:32]=C=O)(=[O:31])C1C=CC=CC=1.C(=O)([O-])[O-].[K+].[K+]. (3) Given the product [CH3:1][C:2]1[N:6]([CH2:19][CH2:20][C:21]2[CH:26]=[CH:25][CH:24]=[CH:23][CH:22]=2)[CH:5]=[N:4][C:3]=1[C:7]1[CH:8]=[CH:9][CH:10]=[CH:11][CH:12]=1.[CH3:1][C:2]1[N:6]=[CH:5][N:4]([CH2:19][CH2:20][C:21]2[CH:26]=[CH:25][CH:24]=[CH:23][CH:22]=2)[C:3]=1[C:7]1[CH:8]=[CH:9][CH:10]=[CH:11][CH:12]=1, predict the reactants needed to synthesize it. The reactants are: [CH3:1][C:2]1[NH:6][CH:5]=[N:4][C:3]=1[C:7]1[CH:12]=[CH:11][CH:10]=[CH:9][CH:8]=1.C([O-])([O-])=O.[K+].[K+].[CH2:19](OS(C)(=O)=O)[CH2:20][C:21]1[CH:26]=[CH:25][CH:24]=[CH:23][CH:22]=1. (4) Given the product [CH3:13][C:3]1[C:2]([N:17]2[C@H:18]([C:21]3[CH:26]=[CH:25][CH:24]=[CH:23][CH:22]=3)[CH2:19][O:20][C@H:15]([CH3:14])[CH2:16]2)=[CH:7][CH:6]=[CH:5][C:4]=1[NH:8][S:9]([CH3:12])(=[O:11])=[O:10], predict the reactants needed to synthesize it. The reactants are: Br[C:2]1[C:3]([CH3:13])=[C:4]([NH:8][S:9]([CH3:12])(=[O:11])=[O:10])[CH:5]=[CH:6][CH:7]=1.[CH3:14][C@H:15]1[O:20][CH2:19][C@@H:18]([C:21]2[CH:26]=[CH:25][CH:24]=[CH:23][CH:22]=2)[NH:17][CH2:16]1.